Dataset: Catalyst prediction with 721,799 reactions and 888 catalyst types from USPTO. Task: Predict which catalyst facilitates the given reaction. (1) The catalyst class is: 49. Product: [C:1]([O:5][C:6]([N:8]1[C@@H:12]([CH2:13][S:17][C:18]2[S:19][C:20]3[CH:26]=[CH:25][CH:24]=[CH:23][C:21]=3[N:22]=2)[CH2:11][O:10][C:9]1([CH3:16])[CH3:15])=[O:7])([CH3:4])([CH3:3])[CH3:2]. Reactant: [C:1]([O:5][C:6]([N:8]1[C@@H:12]([CH2:13]O)[CH2:11][O:10][C:9]1([CH3:16])[CH3:15])=[O:7])([CH3:4])([CH3:3])[CH3:2].[SH:17][C:18]1[S:19][C:20]2[CH:26]=[CH:25][CH:24]=[CH:23][C:21]=2[N:22]=1.C1(P(C2C=CC=CC=2)C2C=CC=CC=2)C=CC=CC=1.N(C(OCC)=O)=NC(OCC)=O. (2) Reactant: [CH2:1]=[C:2]([CH:4]1[CH2:15][CH2:14][CH2:13][CH2:12][CH2:11][CH2:10][CH2:9][CH2:8][CH2:7][CH2:6][C:5]1=[O:16])[CH3:3].[CH2:17]([O:19][N:20]=[CH:21][CH3:22])[CH3:18].Cl[Sn](Cl)(Cl)Cl. Product: [CH2:17]([O:19][N:20]1[CH:21]([CH3:22])[CH2:3][C:2]([CH3:1])=[CH:4][CH2:15][CH2:14][CH2:13][CH2:12][CH2:11][CH2:10][CH2:9][CH2:8][CH2:7][CH2:6][C:5]1=[O:16])[CH3:18]. The catalyst class is: 26. (3) Reactant: C(O[K])(C)(C)C.F[C:8]1[N:16]=[CH:15][CH:14]=[CH:13][C:9]=1[C:10]([OH:12])=[O:11].[CH3:17][O:18][CH2:19][CH2:20][O:21][CH2:22][CH2:23][O:24][CH2:25][CH2:26][O:27][CH2:28][CH2:29][OH:30].Cl. Product: [CH3:17][O:18][CH2:19][CH2:20][O:21][CH2:22][CH2:23][O:24][CH2:25][CH2:26][O:27][CH2:28][CH2:29][O:30][C:8]1[N:16]=[CH:15][CH:14]=[CH:13][C:9]=1[C:10]([OH:12])=[O:11]. The catalyst class is: 49.